Dataset: CYP2D6 inhibition data for predicting drug metabolism from PubChem BioAssay. Task: Regression/Classification. Given a drug SMILES string, predict its absorption, distribution, metabolism, or excretion properties. Task type varies by dataset: regression for continuous measurements (e.g., permeability, clearance, half-life) or binary classification for categorical outcomes (e.g., BBB penetration, CYP inhibition). Dataset: cyp2d6_veith. (1) The compound is NC(=O)NC(=O)[C@H]1CCCC[C@@H]1C(=O)O. The result is 0 (non-inhibitor). (2) The compound is CCOC(=O)c1cnc(SCCc2ccccc2)nc1N. The result is 1 (inhibitor). (3) The drug is COC(=O)c1cc(C(=O)c2ccc(Cl)cc2Cl)cn1C. The result is 0 (non-inhibitor). (4) The molecule is CC(C)CN1CCCC2(CCN(C(=O)c3cnccn3)CC2)C1. The result is 0 (non-inhibitor). (5) The compound is COC(=O)Cn1c(C(=O)N(C)C)cc2c1C[C@H]1CN(C(=O)c3ccccc3)[C@@](Cc3ccc(F)cc3)(C(=O)OC)[C@@H]21. The result is 0 (non-inhibitor). (6) The drug is CN(Cc1ccco1)c1ccnc(-c2cccnc2)n1. The result is 1 (inhibitor). (7) The compound is CCCn1nc2cc(C(=O)NCc3ccc(C)cc3)ccc2c1OC. The result is 0 (non-inhibitor). (8) The drug is CC(C)OC(=O)/C(=C\c1ccc2c(c1)c1ccccc1n2C)NC(=O)c1ccccc1. The result is 0 (non-inhibitor). (9) The drug is Clc1ccc([C@@H]2C[C@H]3CC[C@@H]2N3)cn1. The result is 0 (non-inhibitor).